From a dataset of Full USPTO retrosynthesis dataset with 1.9M reactions from patents (1976-2016). Predict the reactants needed to synthesize the given product. (1) Given the product [NH2:7][C:8]1[N:13]=[CH:12][C:11]([C:14]2[N:15]=[C:16]([N:39]3[CH2:40][CH2:41][O:42][CH2:43][CH2:44]3)[C:17]3[N:23]=[CH:22][C:21]([C:24]4[CH:25]=[C:26]([NH:30][C:31]([N:33]5[CH2:34][CH2:35][O:36][CH2:37][CH2:38]5)=[O:32])[CH:27]=[CH:28][CH:29]=4)=[CH:20][C:18]=3[N:19]=2)=[CH:10][N:9]=1, predict the reactants needed to synthesize it. The reactants are: C(OC(=O)[NH:7][C:8]1[N:13]=[CH:12][C:11]([C:14]2[N:15]=[C:16]([N:39]3[CH2:44][CH2:43][O:42][CH2:41][CH2:40]3)[C:17]3[N:23]=[CH:22][C:21]([C:24]4[CH:29]=[CH:28][CH:27]=[C:26]([NH:30][C:31]([N:33]5[CH2:38][CH2:37][O:36][CH2:35][CH2:34]5)=[O:32])[CH:25]=4)=[CH:20][C:18]=3[N:19]=2)=[CH:10][N:9]=1)(C)(C)C.C(Cl)Cl.C(O)(C(F)(F)F)=O. (2) The reactants are: [N:1]1[C:10]2[C:5](=[CH:6][C:7]([C:11]3([C:14]([O:16]C)=O)[CH2:13][CH2:12]3)=[CH:8][CH:9]=2)[CH:4]=[CH:3][CH:2]=1.O.[NH2:19][NH2:20]. Given the product [N:1]1[C:10]2[C:5](=[CH:6][C:7]([C:11]3([C:14]([NH:19][NH2:20])=[O:16])[CH2:13][CH2:12]3)=[CH:8][CH:9]=2)[CH:4]=[CH:3][CH:2]=1, predict the reactants needed to synthesize it. (3) Given the product [CH2:23]([O:25][C:26](=[O:38])[C:27]([O:30][C:31]1[CH:32]=[CH:33][C:34]([O:37][CH2:11][C:10]2[C:5]([CH2:1][CH2:2][CH2:3][CH3:4])=[N:6][C:7]([C:13]3[CH:18]=[CH:17][C:16]([C:19]([F:22])([F:21])[F:20])=[CH:15][CH:14]=3)=[N:8][CH:9]=2)=[CH:35][CH:36]=1)([CH3:29])[CH3:28])[CH3:24], predict the reactants needed to synthesize it. The reactants are: [CH2:1]([C:5]1[C:10]([CH2:11]Cl)=[CH:9][N:8]=[C:7]([C:13]2[CH:18]=[CH:17][C:16]([C:19]([F:22])([F:21])[F:20])=[CH:15][CH:14]=2)[N:6]=1)[CH2:2][CH2:3][CH3:4].[CH2:23]([O:25][C:26](=[O:38])[C:27]([O:30][C:31]1[CH:36]=[CH:35][C:34]([OH:37])=[CH:33][CH:32]=1)([CH3:29])[CH3:28])[CH3:24].C(=O)([O-])[O-].[Cs+].[Cs+].